From a dataset of Full USPTO retrosynthesis dataset with 1.9M reactions from patents (1976-2016). Predict the reactants needed to synthesize the given product. (1) The reactants are: CON(C)[C:4]([C:6]1[C:15](=[O:16])[C:14]2[C:9](=[CH:10][CH:11]=[CH:12][CH:13]=2)[N:8]([CH2:17][C:18]2[CH:23]=[CH:22][CH:21]=[C:20]([Br:24])[N:19]=2)[CH:7]=1)=[O:5]. Given the product [Br:24][C:20]1[N:19]=[C:18]([CH2:17][N:8]2[C:9]3[C:14](=[CH:13][CH:12]=[CH:11][CH:10]=3)[C:15](=[O:16])[C:6]([C:4](=[O:5])[C:11]3[CH:12]=[CH:13][CH:14]=[C:9]([N:8]([CH3:17])[CH3:7])[CH:10]=3)=[CH:7]2)[CH:23]=[CH:22][CH:21]=1, predict the reactants needed to synthesize it. (2) Given the product [F:1][C:2]1[C:10]([CH3:11])=[CH:9][CH:8]=[C:7]([N:14]2[N:15]=[CH:16][CH:17]=[N:13]2)[C:3]=1[C:4]([OH:6])=[O:5], predict the reactants needed to synthesize it. The reactants are: [F:1][C:2]1[C:10]([CH3:11])=[CH:9][CH:8]=[C:7](I)[C:3]=1[C:4]([OH:6])=[O:5].[N:13]1[NH:14][N:15]=[CH:16][CH:17]=1. (3) Given the product [CH2:17]([C:12]1[CH:13]=[CH:14][CH:15]=[CH:16][C:11]=1[NH:10][C:8]([C:3]1[C:4]([CH3:7])=[N:5][S:6][C:2]=1[NH:1][C:20]1[C:29]([CH3:30])=[N:28][C:27]2[C:22](=[CH:23][CH:24]=[CH:25][CH:26]=2)[N:21]=1)=[O:9])[CH3:18], predict the reactants needed to synthesize it. The reactants are: [NH2:1][C:2]1[S:6][N:5]=[C:4]([CH3:7])[C:3]=1[C:8]([NH:10][C:11]1[CH:16]=[CH:15][CH:14]=[CH:13][C:12]=1[CH2:17][CH3:18])=[O:9].Cl[C:20]1[C:29]([CH3:30])=[N:28][C:27]2[C:22](=[CH:23][CH:24]=[CH:25][CH:26]=2)[N:21]=1.C(=O)([O-])[O-].[Cs+].[Cs+].CC1(C)C2C(=C(P(C3C=CC=CC=3)C3C=CC=CC=3)C=CC=2)OC2C(P(C3C=CC=CC=3)C3C=CC=CC=3)=CC=CC1=2. (4) Given the product [CH2:1]([O:8][C:9]1[CH:10]=[C:11](/[CH:24]=[N:29]/[O:27][CH3:28])[C:12]2[S:16][C:15]([NH:17][C:18]([NH:20][CH2:21][CH3:22])=[O:19])=[N:14][C:13]=2[CH:23]=1)[C:2]1[CH:3]=[CH:4][CH:5]=[CH:6][CH:7]=1, predict the reactants needed to synthesize it. The reactants are: [CH2:1]([O:8][C:9]1[CH:10]=[C:11]([CH:24]=O)[C:12]2[S:16][C:15]([NH:17][C:18]([NH:20][CH2:21][CH3:22])=[O:19])=[N:14][C:13]=2[CH:23]=1)[C:2]1[CH:7]=[CH:6][CH:5]=[CH:4][CH:3]=1.Cl.[O:27]([NH2:29])[CH3:28].CCN(C(C)C)C(C)C. (5) Given the product [C:25]([C:27]1[CH:45]=[C:44]([C:2]2[N:3]=[C:4]([NH:8][C:9]3[CH:14]=[CH:13][C:12]([N:15]4[CH2:20][CH2:19][N:18]([CH:21]5[CH2:24][O:23][CH2:22]5)[CH2:17][CH2:16]4)=[CH:11][CH:10]=3)[N:5]=[CH:6][N:7]=2)[CH:43]=[CH:42][C:28]=1[O:29][C@@H:30]1[CH2:34][CH2:33][N:32]([C:35]([O:37][C:38]([CH3:41])([CH3:40])[CH3:39])=[O:36])[CH2:31]1)#[N:26], predict the reactants needed to synthesize it. The reactants are: Cl[C:2]1[N:7]=[CH:6][N:5]=[C:4]([NH:8][C:9]2[CH:14]=[CH:13][C:12]([N:15]3[CH2:20][CH2:19][N:18]([CH:21]4[CH2:24][O:23][CH2:22]4)[CH2:17][CH2:16]3)=[CH:11][CH:10]=2)[N:3]=1.[C:25]([C:27]1[CH:45]=[C:44](B2OC(C)(C)C(C)(C)O2)[CH:43]=[CH:42][C:28]=1[O:29][C@@H:30]1[CH2:34][CH2:33][N:32]([C:35]([O:37][C:38]([CH3:41])([CH3:40])[CH3:39])=[O:36])[CH2:31]1)#[N:26].C(=O)([O-])[O-].[Na+].[Na+].